This data is from Forward reaction prediction with 1.9M reactions from USPTO patents (1976-2016). The task is: Predict the product of the given reaction. (1) Given the reactants [CH2:1]([S:8][C:9]1[CH:10]=[CH:11][C:12](Br)=[C:13]([CH:16]=1)[CH:14]=[O:15])[C:2]1[CH:7]=[CH:6][CH:5]=[CH:4][CH:3]=1.O.O.O.[F-].[CH2:22]([N+](CCCC)(CCCC)CCCC)[CH2:23][CH2:24]C.C1COCC1.C[Si](C)(C)C#CC, predict the reaction product. The product is: [CH2:1]([S:8][C:9]1[CH:10]=[CH:11][C:12]([C:22]#[C:23][CH3:24])=[C:13]([CH:16]=1)[CH:14]=[O:15])[C:2]1[CH:7]=[CH:6][CH:5]=[CH:4][CH:3]=1. (2) Given the reactants [NH2:1][C:2]1[CH:7]=[C:6]([C:8]([F:11])([F:10])[F:9])[CH:5]=[CH:4][C:3]=1[NH:12][C:13]([C:15]1[N:16]=[C:17]([CH2:20][C:21]2[C:26]([Cl:27])=[CH:25][CH:24]=[CH:23][C:22]=2[Cl:28])[O:18][CH:19]=1)=O.NC1C=CC(C(F)(F)F)=CC=1NC(C1N=C(CC2C(Cl)=CC=CC=2Cl)OC=1)=O, predict the reaction product. The product is: [Cl:28][C:22]1[CH:23]=[CH:24][CH:25]=[C:26]([Cl:27])[C:21]=1[CH2:20][C:17]1[O:18][CH:19]=[C:15]([C:13]2[NH:12][C:3]3[CH:4]=[CH:5][C:6]([C:8]([F:11])([F:10])[F:9])=[CH:7][C:2]=3[N:1]=2)[N:16]=1. (3) Given the reactants Cl[C:2]1[N:3]=[C:4]([N:22]2[CH2:27][CH2:26][O:25][CH2:24][CH2:23]2)[C:5]2[N:11]=[CH:10][C:9]([C:12]3[CH:13]=[C:14]([NH:18][C:19](=[O:21])[CH3:20])[CH:15]=[CH:16][CH:17]=3)=[CH:8][C:6]=2[N:7]=1.[C:28]([O:32][C:33]([NH:35][C:36]1[N:41]=[CH:40][C:39](B(O)O)=[CH:38][N:37]=1)=[O:34])([CH3:31])([CH3:30])[CH3:29].P([O-])([O-])([O-])=O.[K+].[K+].[K+].CN(C=O)C, predict the reaction product. The product is: [C:28]([O:32][C:33](=[O:34])[NH:35][C:36]1[N:41]=[CH:40][C:39]([C:2]2[N:3]=[C:4]([N:22]3[CH2:27][CH2:26][O:25][CH2:24][CH2:23]3)[C:5]3[N:11]=[CH:10][C:9]([C:12]4[CH:17]=[CH:16][CH:15]=[C:14]([NH:18][C:19](=[O:21])[CH3:20])[CH:13]=4)=[CH:8][C:6]=3[N:7]=2)=[CH:38][N:37]=1)([CH3:31])([CH3:29])[CH3:30]. (4) Given the reactants [Si]([O:8][CH2:9][C@H:10]1[O:14][C@@H:13]([N:15]2[C:45]3[N:44]=[CH:43][N:42]=[C:19]([NH:20][C:21]([C:36]4[CH:41]=[CH:40][CH:39]=[CH:38][CH:37]=4)([C:30]4[CH:35]=[CH:34][CH:33]=[CH:32][CH:31]=4)[C:22]4[CH:27]=[CH:26][C:25]([O:28][CH3:29])=[CH:24][CH:23]=4)[C:18]=3[N:17]=[CH:16]2)[C@H:12]([O:46][C:47](=[O:53])[CH2:48][CH2:49][C:50]([CH3:52])=[O:51])[C@@H:11]1[O:54][CH3:55])(C(C)(C)C)(C)C.[F-].C([N+](CCCC)(CCCC)CCCC)CCC, predict the reaction product. The product is: [C:47]([O:46][C@@H:12]1[C@H:11]([O:54][CH3:55])[C@@H:10]([CH2:9][OH:8])[O:14][C@H:13]1[N:15]1[C:45]2[N:44]=[CH:43][N:42]=[C:19]([NH:20][C:21]([C:36]3[CH:37]=[CH:38][CH:39]=[CH:40][CH:41]=3)([C:30]3[CH:31]=[CH:32][CH:33]=[CH:34][CH:35]=3)[C:22]3[CH:27]=[CH:26][C:25]([O:28][CH3:29])=[CH:24][CH:23]=3)[C:18]=2[N:17]=[CH:16]1)(=[O:53])[CH2:48][CH2:49][C:50]([CH3:52])=[O:51]. (5) Given the reactants [OH-:1].[K+].[CH3:3][C:4]1[CH:5]=[C:6]([CH:19]=[C:20]([CH3:22])[CH:21]=1)[CH2:7][CH2:8][C:9]1[CH:14]=[CH:13][C:12](CC([O-])=O)=[CH:11][CH:10]=1, predict the reaction product. The product is: [CH3:3][C:4]1[CH:5]=[C:6]([CH:19]=[C:20]([CH3:22])[CH:21]=1)[CH2:7][CH2:8][C:9]1[CH:14]=[CH:13][C:12]([OH:1])=[CH:11][CH:10]=1. (6) Given the reactants FC(F)(F)C(O)=O.[CH3:8][CH:9]([O:11][C:12]1[CH:19]=[CH:18][C:17]([C:20]2[S:21][C:22]([N:25]3[CH:33]=[C:28]4[CH2:29][NH:30][CH2:31][CH2:32][C:27]4=[N:26]3)=[N:23][N:24]=2)=[CH:16][C:13]=1[C:14]#[N:15])[CH3:10].Br[CH2:35][CH2:36][CH2:37][C:38]([O:40][CH2:41][CH3:42])=[O:39], predict the reaction product. The product is: [C:14]([C:13]1[CH:16]=[C:17]([C:20]2[S:21][C:22]([N:25]3[CH:33]=[C:28]4[CH2:29][N:30]([CH2:35][CH2:36][CH2:37][C:38]([O:40][CH2:41][CH3:42])=[O:39])[CH2:31][CH2:32][C:27]4=[N:26]3)=[N:23][N:24]=2)[CH:18]=[CH:19][C:12]=1[O:11][CH:9]([CH3:8])[CH3:10])#[N:15].